Dataset: Peptide-MHC class I binding affinity with 185,985 pairs from IEDB/IMGT. Task: Regression. Given a peptide amino acid sequence and an MHC pseudo amino acid sequence, predict their binding affinity value. This is MHC class I binding data. (1) The peptide sequence is MAIHRSLTK. The MHC is HLA-B07:02 with pseudo-sequence HLA-B07:02. The binding affinity (normalized) is 0.213. (2) The peptide sequence is RYRRLIQIL. The MHC is HLA-A24:03 with pseudo-sequence HLA-A24:03. The binding affinity (normalized) is 0.873. (3) The peptide sequence is SQWFMNAVGH. The MHC is HLA-A68:01 with pseudo-sequence HLA-A68:01. The binding affinity (normalized) is 0. (4) The peptide sequence is LLENKSLTI. The MHC is HLA-A02:03 with pseudo-sequence HLA-A02:03. The binding affinity (normalized) is 0.334. (5) The peptide sequence is RFPLTFGW. The MHC is HLA-A30:01 with pseudo-sequence HLA-A30:01. The binding affinity (normalized) is 0.0569.